Dataset: Forward reaction prediction with 1.9M reactions from USPTO patents (1976-2016). Task: Predict the product of the given reaction. Given the reactants [CH3:1][O:2][C:3]1[CH:4]=[C:5]([CH:11]=[CH:12][C:13]([OH:15])=O)[CH:6]=[CH:7][C:8]=1[O:9][CH3:10].[CH3:16][CH2:17][CH2:18][CH:19]([NH2:23])[CH2:20][CH2:21][CH3:22], predict the reaction product. The product is: [CH3:1][O:2][C:3]1[CH:4]=[C:5]([CH:11]=[CH:12][C:13]([NH:23][CH:19]([CH2:20][CH2:21][CH3:22])[CH2:18][CH2:17][CH3:16])=[O:15])[CH:6]=[CH:7][C:8]=1[O:9][CH3:10].